This data is from Full USPTO retrosynthesis dataset with 1.9M reactions from patents (1976-2016). The task is: Predict the reactants needed to synthesize the given product. (1) Given the product [Cl:1][C:2]1[C:7]([C:8]2[CH:13]=[CH:12][CH:11]=[CH:10][CH:9]=2)=[CH:6][N:5]=[C:4]2[NH:14][CH:15]=[CH:16][C:3]=12, predict the reactants needed to synthesize it. The reactants are: [Cl:1][C:2]1[C:7]([C:8]2[CH:13]=[CH:12][CH:11]=[CH:10][CH:9]=2)=[CH:6][N:5]=[C:4]2[N:14](S(C3C=CC=CC=3)(=O)=O)[CH:15]=[CH:16][C:3]=12.C1COCC1.O.[Li+].[OH-]. (2) Given the product [O:6]1[CH:1]=[N:3][N:4]=[C:5]1[CH:7]1[CH2:11][N:10]([C:12]2[CH:13]=[N:14][N:15]3[CH2:20][C@H:19]([CH3:21])[N:18]([C:22]([O:24][C:25]([CH3:27])([CH3:28])[CH3:26])=[O:23])[CH2:17][C:16]=23)[C:9](=[O:29])[CH2:8]1, predict the reactants needed to synthesize it. The reactants are: [CH:1]([NH:3][NH:4][C:5]([CH:7]1[CH2:11][N:10]([C:12]2[CH:13]=[N:14][N:15]3[CH2:20][C@H:19]([CH3:21])[N:18]([C:22]([O:24][C:25]([CH3:28])([CH3:27])[CH3:26])=[O:23])[CH2:17][C:16]=23)[C:9](=[O:29])[CH2:8]1)=[O:6])=O.C1(P(C2C=CC=CC=2)C2C=CC=CC=2)C=CC=CC=1.C(N(CC)CC)C.C(Cl)(Cl)(Cl)Cl. (3) Given the product [S:1]1[C:5]2[CH:6]=[CH:7][CH:8]=[CH:9][C:4]=2[CH:3]=[C:2]1[C:10]([NH:12][C@H:13]([C:18]([NH:20][CH2:21][CH2:22][CH2:23][C@H:24]([C:37]([NH:44][CH3:43])=[O:38])[NH:25][S:26]([C:29]1[CH:34]=[CH:33][C:32]([F:35])=[CH:31][C:30]=1[Cl:36])(=[O:27])=[O:28])=[O:19])[CH2:14][CH:15]([CH3:17])[CH3:16])=[O:11], predict the reactants needed to synthesize it. The reactants are: [S:1]1[C:5]2[CH:6]=[CH:7][CH:8]=[CH:9][C:4]=2[CH:3]=[C:2]1[C:10]([NH:12][C@H:13]([C:18]([NH:20][CH2:21][CH2:22][CH2:23][C@H:24]([C:37](O)=[O:38])[NH:25][S:26]([C:29]1[CH:34]=[CH:33][C:32]([F:35])=[CH:31][C:30]=1[Cl:36])(=[O:28])=[O:27])=[O:19])[CH2:14][CH:15]([CH3:17])[CH3:16])=[O:11].CN.C[CH2:43][N:44]=C=NCCCN(C)C.Cl.CN1CCOCC1. (4) Given the product [C:9]1([C:6]2[CH:7]=[N:1][C:2](=[O:3])[NH:4][N:5]=2)[CH:14]=[CH:13][CH:12]=[CH:11][CH:10]=1, predict the reactants needed to synthesize it. The reactants are: [NH2:1][C:2]([NH:4][N:5]=[C:6]([C:9]1[CH:14]=[CH:13][CH:12]=[CH:11][CH:10]=1)[CH:7]=O)=[O:3]. (5) Given the product [CH3:1][O:2][C:3](=[O:18])[CH2:4][C@H:5]1[CH2:6][CH2:7][C@H:8]([C:11]2[CH:12]=[CH:13][C:14]([NH:17][C:47](=[O:48])[CH2:46][CH2:45][NH:44][C:42]([C:40]3[N:41]=[C:37]([C:32]4[CH:33]=[CH:34][CH:35]=[CH:36][C:31]=4[Cl:30])[O:38][C:39]=3[C:50]([F:51])([F:53])[F:52])=[O:43])=[CH:15][CH:16]=2)[CH2:9][CH2:10]1, predict the reactants needed to synthesize it. The reactants are: [CH3:1][O:2][C:3](=[O:18])[CH2:4][C@H:5]1[CH2:10][CH2:9][C@H:8]([C:11]2[CH:16]=[CH:15][C:14]([NH2:17])=[CH:13][CH:12]=2)[CH2:7][CH2:6]1.CCN=C=NCCCN(C)C.[Cl:30][C:31]1[CH:36]=[CH:35][CH:34]=[CH:33][C:32]=1[C:37]1[O:38][C:39]([C:50]([F:53])([F:52])[F:51])=[C:40]([C:42]([NH:44][CH2:45][CH2:46][C:47](O)=[O:48])=[O:43])[N:41]=1.C1C=CC2N(O)N=NC=2C=1.C(N(C(C)C)C(C)C)C. (6) Given the product [CH3:1][O:2][C:3]([C:4]1[CH:9]=[CH:8][C:7]2[N:6]([CH:12]=[N:11][CH:10]=2)[C:5]=1[Cl:14])=[O:15], predict the reactants needed to synthesize it. The reactants are: [CH3:1][O:2][C:3](=[O:15])[C:4]1[CH:9]=[CH:8][C:7]([CH2:10][NH:11][CH:12]=O)=[N:6][C:5]=1[Cl:14].O(Cl)Cl.[P+5].[OH-].[Na+]. (7) Given the product [CH3:1][N:2]1[CH2:7][CH2:6][CH:5]([O:8][C:12]2[CH:17]=[CH:16][C:15]([N+:18]([O-:20])=[O:19])=[CH:14][C:13]=2[C:21]([F:22])([F:23])[F:24])[CH2:4][CH2:3]1, predict the reactants needed to synthesize it. The reactants are: [CH3:1][N:2]1[CH2:7][CH2:6][CH:5]([OH:8])[CH2:4][CH2:3]1.[H-].[Na+].F[C:12]1[CH:17]=[CH:16][C:15]([N+:18]([O-:20])=[O:19])=[CH:14][C:13]=1[C:21]([F:24])([F:23])[F:22].